This data is from Peptide-MHC class I binding affinity with 185,985 pairs from IEDB/IMGT. The task is: Regression. Given a peptide amino acid sequence and an MHC pseudo amino acid sequence, predict their binding affinity value. This is MHC class I binding data. The peptide sequence is YMYDFILRF. The MHC is HLA-B15:01 with pseudo-sequence HLA-B15:01. The binding affinity (normalized) is 0.283.